From a dataset of Reaction yield outcomes from USPTO patents with 853,638 reactions. Predict the reaction yield, written as a fraction of the theoretical maximum amount of product (1.0 means a 100% yield; for example, 0.34 means a 34% yield). (1) The reactants are Br[C:2]1[C:22]([O:23][CH3:24])=[CH:21][C:5]2[N:6]([CH3:20])[C:7](=[O:19])[CH2:8][N:9]=[C:10]([C:11]3[CH:12]=[C:13]([CH:16]=[CH:17][CH:18]=3)[C:14]#[N:15])[C:4]=2[CH:3]=1.C1(B(O)O)C=CC=CC=1.[CH:34]([O:37][C:38]1[CH:43]=[CH:42][CH:41]=[CH:40][C:39]=1B(O)O)([CH3:36])[CH3:35]. No catalyst specified. The product is [CH:34]([O:37][C:38]1[CH:43]=[CH:42][CH:41]=[CH:40][C:39]=1[C:2]1[C:22]([O:23][CH3:24])=[CH:21][C:5]2[N:6]([CH3:20])[C:7](=[O:19])[CH2:8][N:9]=[C:10]([C:11]3[CH:12]=[C:13]([CH:16]=[CH:17][CH:18]=3)[C:14]#[N:15])[C:4]=2[CH:3]=1)([CH3:36])[CH3:35]. The yield is 0.860. (2) The reactants are O1CCCCC1O[C@H]1CC[C@H](CO)CC1.BrC1C=CC(O)=CC=1.[Br:24][C:25]1[CH:45]=[CH:44][C:28]([O:29][CH2:30][C@@H:31]2[CH2:36][CH2:35][C@H:34]([O:37][CH:38]3[CH2:43][CH2:42][CH2:41][CH2:40][O:39]3)[CH2:33][CH2:32]2)=[CH:27][CH:26]=1. No catalyst specified. The product is [Br:24][C:25]1[CH:26]=[CH:27][C:28]([O:29][CH2:30][C@H:31]2[CH2:32][CH2:33][C@H:34]([O:37][CH:38]3[CH2:43][CH2:42][CH2:41][CH2:40][O:39]3)[CH2:35][CH2:36]2)=[CH:44][CH:45]=1. The yield is 0.703. (3) The reactants are C([Si](C)(C)[O:6][CH2:7][CH2:8][N:9]([CH2:36][CH3:37])[CH2:10][CH2:11][CH2:12][CH2:13][O:14][C:15]1[CH:35]=[CH:34][C:18]2[C:19]([C:22]3[CH:27]=[CH:26][C:25]([C:28]#[C:29][CH2:30][N:31]([CH3:33])[CH3:32])=[CH:24][CH:23]=3)=[N:20][S:21][C:17]=2[CH:16]=1)(C)(C)C.[N+](CCCC)(CCCC)(CCCC)CCCC.[F-]. The catalyst is C1COCC1. The product is [CH3:33][N:31]([CH3:32])[CH2:30][C:29]#[C:28][C:25]1[CH:26]=[CH:27][C:22]([C:19]2[C:18]3[CH:34]=[CH:35][C:15]([O:14][CH2:13][CH2:12][CH2:11][CH2:10][N:9]([CH2:36][CH3:37])[CH2:8][CH2:7][OH:6])=[CH:16][C:17]=3[S:21][N:20]=2)=[CH:23][CH:24]=1. The yield is 0.660. (4) The product is [Cl:1][C:2]1[CH:3]=[C:4]([NH2:5])[CH:6]=[CH:7][C:8]=1[C:15]1[CH:20]=[N:19][CH:18]=[CH:17][N:16]=1. The yield is 0.570. The catalyst is C1(C)C(C)=CC=CC=1.CC(OC)(C)C.Cl[Pd](Cl)([P](C1C=CC=CC=1)(C1C=CC=CC=1)C1C=CC=CC=1)[P](C1C=CC=CC=1)(C1C=CC=CC=1)C1C=CC=CC=1. The reactants are [Cl:1][C:2]1[CH:3]=[C:4]([CH:6]=[CH:7][C:8]=1I)[NH2:5].C([Sn](CCCC)(CCCC)[C:15]1[CH:20]=[N:19][CH:18]=[CH:17][N:16]=1)CCC. (5) The reactants are [Cl:1][CH2:2][C:3]([C:5]1[S:6][CH:7]=[C:8]([CH3:10])[N:9]=1)=[O:4].C(O)=O.C(N(CC)CC)C.CO. The catalyst is CN(C=O)C. The product is [Cl:1][CH2:2][C@@H:3]([C:5]1[S:6][CH:7]=[C:8]([CH3:10])[N:9]=1)[OH:4]. The yield is 0.760. (6) The reactants are C([O:8][C:9](=[O:21])[NH:10][C:11]1C=CC2OCC[O:18][C:13]=2[CH:12]=1)C1C=CC=CC=1.[Li][CH2:23]CCC.[C:27]([O:32][CH2:33][C@H:34]1[O:36][CH2:35]1)(=O)[CH2:28][CH2:29][CH3:30].C([O-])([O-])=O.[Cs+].[Cs+]. The catalyst is C1COCC1.CC(=O)OCC. The product is [O:32]1[C:27]2[CH:28]=[CH:29][C:30]([N:10]3[CH2:11][C@@H:12]([CH2:13][OH:18])[O:8][C:9]3=[O:21])=[CH:23][C:35]=2[O:36][CH2:34][CH2:33]1. The yield is 0.620. (7) The reactants are [OH:1][C:2]1[C:11]2[C:6](=[CH:7][CH:8]=[C:9]([CH3:12])[N:10]=2)[N:5]=[CH:4][C:3]=1C(O)=O. The catalyst is C1(OC2C=CC=CC=2)C=CC=CC=1. The product is [CH3:12][C:9]1[N:10]=[C:11]2[C:6](=[CH:7][CH:8]=1)[N:5]=[CH:4][CH:3]=[C:2]2[OH:1]. The yield is 0.860. (8) The reactants are [Si:1]([O:8][C@H:9]1[CH2:14][CH2:13][CH2:12][N:11]([C:15]2[CH:20]=[CH:19][N:18]=[CH:17][C:16]=2[N+:21]([O-])=O)[CH2:10]1)([C:4]([CH3:7])([CH3:6])[CH3:5])([CH3:3])[CH3:2]. The catalyst is C(O)C. The product is [C:4]([C:17]1[C:16]([NH2:21])=[C:15]([N:11]2[CH2:12][CH2:13][CH2:14][C@H:9]([O:8][Si:1]([C:4]([CH3:7])([CH3:6])[CH3:5])([CH3:3])[CH3:2])[CH2:10]2)[CH:20]=[CH:19][N:18]=1)([CH3:7])([CH3:6])[CH3:5]. The yield is 0.670. (9) The reactants are [C:1]([C:6]([O:8][CH2:9][CH3:10])=[O:7])#[C:2][C:3]([O-:5])=[O:4].[Br:11][C:12]1[CH:17]=[C:16]([O:18][CH3:19])[CH:15]=[CH:14][C:13]=1[OH:20].[F-].[CH2:22]([N+](CCCC)(CCCC)CCCC)[CH2:23]CC. The catalyst is CC(O)C. The product is [Br:11][C:12]1[CH:17]=[C:16]([O:18][CH3:19])[CH:15]=[CH:14][C:13]=1[O:20]/[C:1](=[CH:2]\[C:3]([O:5][CH2:22][CH3:23])=[O:4])/[C:6]([O:8][CH2:9][CH3:10])=[O:7]. The yield is 0.620. (10) The reactants are [Br:1]Br.[CH2:3]([O:10][C:11](=[O:22])[NH:12][C@H:13]1[CH2:18][CH2:17][C@H:16]([C:19](=[O:21])[CH3:20])[CH2:15][CH2:14]1)[C:4]1[CH:9]=[CH:8][CH:7]=[CH:6][CH:5]=1. The catalyst is CO. The product is [CH2:3]([O:10][C:11](=[O:22])[NH:12][C@H:13]1[CH2:18][CH2:17][C@H:16]([C:19](=[O:21])[CH2:20][Br:1])[CH2:15][CH2:14]1)[C:4]1[CH:5]=[CH:6][CH:7]=[CH:8][CH:9]=1. The yield is 0.830.